From a dataset of Forward reaction prediction with 1.9M reactions from USPTO patents (1976-2016). Predict the product of the given reaction. (1) Given the reactants [Br:1][C:2]1[CH:3]=[CH:4][C:5]([N:10]2[CH2:14][CH2:13][CH:12]([OH:15])[CH2:11]2)=[C:6]([CH:9]=1)[CH:7]=[O:8].[C:16](OC(=O)C)(=[O:18])[CH3:17], predict the reaction product. The product is: [Br:1][C:2]1[CH:3]=[CH:4][C:5]([N:10]2[CH2:14][CH2:13][CH:12]([O:15][C:16](=[O:18])[CH3:17])[CH2:11]2)=[C:6]([CH:9]=1)[CH:7]=[O:8]. (2) Given the reactants [C:1]([O:5][C:6](=[O:22])[NH:7][CH2:8][CH2:9][O:10][N:11]1C(=O)C2C(=CC=CC=2)C1=O)([CH3:4])([CH3:3])[CH3:2].CNN, predict the reaction product. The product is: [C:1]([O:5][C:6](=[O:22])[NH:7][CH2:8][CH2:9][O:10][NH2:11])([CH3:4])([CH3:2])[CH3:3]. (3) Given the reactants [Br:1][C:2]1[C:3]([C:9]2[C:17]3[C:12](=[CH:13][CH:14]=[CH:15][CH:16]=3)[N:11]([S:18]([C:21]3[CH:27]=[CH:26][C:24]([CH3:25])=[CH:23][CH:22]=3)(=[O:20])=[O:19])[CH:10]=2)=[N:4][C:5](Cl)=[N:6][CH:7]=1.[CH3:28][O:29][C:30]1[CH:36]=[C:35]([N:37]2[CH2:42][CH2:41][CH:40]([N:43]3[CH2:48][CH2:47][N:46]([CH3:49])[CH2:45][CH2:44]3)[CH2:39][CH2:38]2)[CH:34]=[CH:33][C:31]=1[NH2:32].CCN(C(C)C)C(C)C, predict the reaction product. The product is: [Br:1][C:2]1[C:3]([C:9]2[C:17]3[C:12](=[CH:13][CH:14]=[CH:15][CH:16]=3)[N:11]([S:18]([C:21]3[CH:27]=[CH:26][C:24]([CH3:25])=[CH:23][CH:22]=3)(=[O:20])=[O:19])[CH:10]=2)=[N:4][C:5]([NH:32][C:31]2[CH:33]=[CH:34][C:35]([N:37]3[CH2:42][CH2:41][CH:40]([N:43]4[CH2:44][CH2:45][N:46]([CH3:49])[CH2:47][CH2:48]4)[CH2:39][CH2:38]3)=[CH:36][C:30]=2[O:29][CH3:28])=[N:6][CH:7]=1. (4) Given the reactants [Br:1][C:2]1[CH:3]=[C:4]([C:16]([OH:18])=O)[C:5]2[CH:6]=[N:7][N:8]([CH:11]3[CH2:15][CH2:14][CH2:13][CH2:12]3)[C:9]=2[CH:10]=1.Cl.[NH2:20][CH2:21][C:22]1[C:23](=[O:30])[NH:24][C:25]([CH3:29])=[CH:26][C:27]=1[CH3:28].Cl.CN(C)CCCN=C=NCC.O.N1C2C(=NC=CC=2)N(O)N=1.CN1CCOCC1.C([O-])([O-])=O.[Na+].[Na+], predict the reaction product. The product is: [Br:1][C:2]1[CH:3]=[C:4]([C:16]([NH:20][CH2:21][C:22]2[C:23](=[O:30])[NH:24][C:25]([CH3:29])=[CH:26][C:27]=2[CH3:28])=[O:18])[C:5]2[CH:6]=[N:7][N:8]([CH:11]3[CH2:12][CH2:13][CH2:14][CH2:15]3)[C:9]=2[CH:10]=1. (5) The product is: [CH2:16]([C:15]1[O:14][C:13]([C:18]2[CH:23]=[CH:22][CH:21]=[CH:20][CH:19]=2)=[N:12][C:11]=1[C:9]([OH:10])=[O:8])[CH3:17]. Given the reactants C([O:8][C:9]([C:11]1[N:12]=[C:13]([C:18]2[CH:23]=[CH:22][CH:21]=[CH:20][CH:19]=2)[O:14][C:15]=1[CH2:16][CH3:17])=[O:10])C1C=CC=CC=1, predict the reaction product. (6) Given the reactants [C:1]1([OH:7])[CH:6]=[CH:5][CH:4]=[CH:3][CH:2]=1.Cl.[CH2:9](S)[CH2:10][CH2:11][CH2:12][CH2:13][CH2:14][CH2:15][CH2:16][CH2:17][CH2:18][CH2:19][CH3:20].[C:22]1(=[O:28])[CH2:27][CH2:26][CH2:25][CH:24]=[CH:23]1.[OH-:29].[Na+], predict the reaction product. The product is: [OH:7][C:1]1[CH:6]=[CH:5][C:4]([C:10]2([C:25]3[CH:26]=[CH:27][C:22]([OH:28])=[CH:23][CH:24]=3)[CH2:11][CH2:12][CH2:13][CH:14]([C:15]3[CH:20]=[CH:19][C:18]([OH:29])=[CH:17][CH:16]=3)[CH2:9]2)=[CH:3][CH:2]=1. (7) Given the reactants [C:1]([CH:5]1[CH2:10][CH2:9][CH:8]([O:11][C:12]2[CH:21]=[CH:20][C:19]3[C:14](=[CH:15][CH:16]=[C:17]([CH:22]=O)[CH:18]=3)[N:13]=2)[CH2:7][CH2:6]1)([CH3:4])([CH3:3])[CH3:2].[NH2:24][CH2:25][CH2:26][C:27]([OH:29])=[O:28].C(O)C.C([BH3-])#N.[Na+].C(O)(=O)CC(CC(O)=O)(C(O)=O)O, predict the reaction product. The product is: [C:1]([C@H:5]1[CH2:10][CH2:9][C@H:8]([O:11][C:12]2[CH:21]=[CH:20][C:19]3[C:14](=[CH:15][CH:16]=[C:17]([CH2:22][NH:24][CH2:25][CH2:26][C:27]([OH:29])=[O:28])[CH:18]=3)[N:13]=2)[CH2:7][CH2:6]1)([CH3:4])([CH3:3])[CH3:2].